From a dataset of Forward reaction prediction with 1.9M reactions from USPTO patents (1976-2016). Predict the product of the given reaction. (1) The product is: [CH3:30][Si:31]([CH3:33])([CH3:32])[CH2:34][CH2:35][O:36][CH2:37][N:18]1[C:19]2[CH2:20][CH:12]([C:10]3[CH:9]=[N:8][N:7]([CH2:6][O:5][CH2:4][CH2:3][Si:2]([CH3:26])([CH3:27])[CH3:1])[CH:11]=3)[CH2:13][CH2:14][C:15]=2[C:16]([C:21]([O:23][CH2:24][CH3:25])=[O:22])=[N:17]1. Given the reactants [CH3:1][Si:2]([CH3:27])([CH3:26])[CH2:3][CH2:4][O:5][CH2:6][N:7]1[CH:11]=[C:10]([CH:12]2[CH2:20][C:19]3[NH:18][N:17]=[C:16]([C:21]([O:23][CH2:24][CH3:25])=[O:22])[C:15]=3[CH2:14][CH2:13]2)[CH:9]=[N:8]1.[H-].[Na+].[CH3:30][Si:31]([CH2:34][CH2:35][O:36][CH2:37]Cl)([CH3:33])[CH3:32], predict the reaction product. (2) Given the reactants [F:1][C:2]([F:22])([F:21])[C:3]1[CH:4]=[C:5]([C:9]2[N:14]=[C:13]3[CH:15]([C:19]#N)[CH2:16][CH2:17][O:18][C:12]3=[CH:11][CH:10]=2)[CH:6]=[CH:7][CH:8]=1.[OH-:23].[Na+].[OH2:25], predict the reaction product. The product is: [F:1][C:2]([F:22])([F:21])[C:3]1[CH:4]=[C:5]([C:9]2[N:14]=[C:13]3[CH:15]([C:19]([OH:25])=[O:23])[CH2:16][CH2:17][O:18][C:12]3=[CH:11][CH:10]=2)[CH:6]=[CH:7][CH:8]=1. (3) Given the reactants O=[C:2]1[C:6]2=[CH:7][C:8]3[CH:9]=[C:10]([C:14]#[N:15])[CH:11]=[CH:12][C:13]=3[N:5]2[CH2:4][CH2:3]1.[C:16]([O:20][C:21]([CH:23]=P(C1C=CC=CC=1)(C1C=CC=CC=1)C1C=CC=CC=1)=[O:22])([CH3:19])([CH3:18])[CH3:17], predict the reaction product. The product is: [C:14]([C:10]1[CH:11]=[CH:12][C:13]2[N:5]3[CH2:4][CH2:3][C:2](=[CH:23][C:21]([O:20][C:16]([CH3:19])([CH3:18])[CH3:17])=[O:22])[C:6]3=[CH:7][C:8]=2[CH:9]=1)#[N:15]. (4) The product is: [CH3:1][O:3][C:4]([C:6]1[O:7][C:8]2[C:13]([CH2:14][C:15]=1[CH2:16][NH:27][C@H:22]([C:21]([O:20][CH3:19])=[O:28])[CH2:23][CH:24]([CH3:26])[CH3:25])=[C:12]([Cl:18])[CH:11]=[CH:10][CH:9]=2)=[O:5]. Given the reactants [CH2:1]([O:3][C:4]([CH:6]1[C:15]([CH:16]=O)=[CH:14][C:13]2[C:8](=[CH:9][CH:10]=[CH:11][C:12]=2[Cl:18])[O:7]1)=[O:5])C.[CH3:19][O:20][C:21](=[O:28])[C@@H:22]([NH2:27])[CH2:23][CH:24]([CH3:26])[CH3:25].CCN(C(C)C)C(C)C.C([BH3-])#N.[Na+].C(O)(=O)C, predict the reaction product. (5) Given the reactants N#N.[OH:3][C:4]1[CH:9]=[CH:8][CH:7]=[CH:6][C:5]=1[C:10]1[N:19]=[C:18]([N:20]2[CH2:25][CH2:24][CH2:23][C@H:22]([NH:26]C(=O)[O-])[CH2:21]2)[C:17]2[C:12](=[CH:13][C:14]([CH3:30])=[CH:15][CH:16]=2)[N:11]=1.CO, predict the reaction product. The product is: [NH2:26][C@H:22]1[CH2:23][CH2:24][CH2:25][N:20]([C:18]2[C:17]3[C:12](=[CH:13][C:14]([CH3:30])=[CH:15][CH:16]=3)[N:11]=[C:10]([C:5]3[CH:6]=[CH:7][CH:8]=[CH:9][C:4]=3[OH:3])[N:19]=2)[CH2:21]1. (6) Given the reactants [CH3:1][O:2][C:3]1[CH:4]=[C:5]([C:11]2[O:12][C:13]3[C:18]([C:19](=[O:21])[CH:20]=2)=[C:17]([OH:22])[C:16]([I:23])=[C:15]([O:24][CH3:25])[CH:14]=3)[CH:6]=[CH:7][C:8]=1[O:9][CH3:10].[C:26](=O)([O-])[O-].[K+].[K+].COS(OC)(=O)=O, predict the reaction product. The product is: [CH3:1][O:2][C:3]1[CH:4]=[C:5]([C:11]2[O:12][C:13]3[C:18]([C:19](=[O:21])[CH:20]=2)=[C:17]([O:22][CH3:26])[C:16]([I:23])=[C:15]([O:24][CH3:25])[CH:14]=3)[CH:6]=[CH:7][C:8]=1[O:9][CH3:10]. (7) Given the reactants [CH2:1]([OH:8])[C:2]1[CH:7]=[CH:6][CH:5]=[CH:4][CH:3]=1.[CH3:9][C:10]([CH3:13])([O-])[CH3:11].[K+].[CH2:15]1[CH2:19][O:18]C[CH2:16]1.Cl[C:21](=[N:24][S:25][NH:26]N1C(C)(C)COCC1(C)C)[C:22]#[N:23].[CH3:37]OC(C)(C)C, predict the reaction product. The product is: [CH2:1]([O:8][C:21](=[N:24][S:25][N:26]1[C:15]([CH3:16])([CH3:37])[CH2:19][O:18][CH2:9][C:10]1([CH3:13])[CH3:11])[C:22]#[N:23])[C:2]1[CH:7]=[CH:6][CH:5]=[CH:4][CH:3]=1. (8) The product is: [CH3:5][O:6][C:7]1[N:12]=[C:11]2[S:1][C:2]([NH2:3])=[N:13][C:10]2=[CH:9][CH:8]=1. Given the reactants [S-:1][C:2]#[N:3].[K+].[CH3:5][O:6][C:7]1[N:12]=[CH:11][C:10]([NH2:13])=[CH:9][CH:8]=1.BrBr.O, predict the reaction product.